Dataset: Forward reaction prediction with 1.9M reactions from USPTO patents (1976-2016). Task: Predict the product of the given reaction. (1) Given the reactants [NH:1]([C:21]([O:23][C:24]([CH3:27])([CH3:26])[CH3:25])=[O:22])[C@H:2]([C:18](O)=[O:19])[CH2:3][C:4]1[N:8]=[CH:7][N:6]([CH2:9][O:10][CH2:11][C:12]2[CH:17]=[CH:16][CH:15]=[CH:14][CH:13]=2)[CH:5]=1.[NH:28]1[CH2:47][CH2:46][CH2:45][C@H:29]1[C:30]([NH:32][C@@H:33]([C:35]([O:37][CH2:38][C:39]1[CH:44]=[CH:43][CH:42]=[CH:41][CH:40]=1)=[O:36])[CH3:34])=[O:31].Cl.CN(C(ON1N=NC2C=CC=NC1=2)=[N+](C)C)C.F[P-](F)(F)(F)(F)F, predict the reaction product. The product is: [NH:1]([C:21]([O:23][C:24]([CH3:27])([CH3:26])[CH3:25])=[O:22])[C@H:2]([C:18]([N:28]1[CH2:47][CH2:46][CH2:45][C@H:29]1[C:30]([NH:32][C@@H:33]([C:35]([O:37][CH2:38][C:39]1[CH:40]=[CH:41][CH:42]=[CH:43][CH:44]=1)=[O:36])[CH3:34])=[O:31])=[O:19])[CH2:3][C:4]1[N:8]=[CH:7][N:6]([CH2:9][O:10][CH2:11][C:12]2[CH:13]=[CH:14][CH:15]=[CH:16][CH:17]=2)[CH:5]=1. (2) Given the reactants C1C2C(=CC=CC=2)C=C[C:2]=1[S:11]([NH2:14])(=[O:13])=[O:12].[Cl:15][C:16]1[C:24]2[C:23]([CH2:25][CH2:26][CH2:27][O:28][C:29]3[CH:34]=[C:33]([CH3:35])[C:32]([Cl:36])=[C:31]([CH3:37])[CH:30]=3)=[C:22]([C:38](O)=[O:39])[S:21][C:20]=2[CH:19]=[CH:18][CH:17]=1.CS(N)(=O)=O, predict the reaction product. The product is: [Cl:15][C:16]1[CH:17]=[CH:18][C:19]2[C:23]([CH2:25][CH2:26][CH2:27][O:28][C:29]3[CH:30]=[C:31]([CH3:37])[C:32]([Cl:36])=[C:33]([CH3:35])[CH:34]=3)=[C:22]([C:38]([NH:14][S:11]([CH3:2])(=[O:13])=[O:12])=[O:39])[S:21][C:20]=2[CH:24]=1. (3) Given the reactants [Br-].[CH2:2]([N+:9]1[CH:14]=[CH:13][C:12]([C:15]2[C:19]([CH2:20][N:21]3[CH2:28][CH:27]4[CH:23]([CH2:24][N:25]([C:29]([O:31][C:32]([CH3:35])([CH3:34])[CH3:33])=[O:30])[CH2:26]4)[CH2:22]3)=[CH:18][N:17]([CH3:36])[N:16]=2)=[CH:11][CH:10]=1)[C:3]1[CH:8]=[CH:7][CH:6]=[CH:5][CH:4]=1.[BH4-].[Na+], predict the reaction product. The product is: [CH2:2]([N:9]1[CH2:10][CH:11]=[C:12]([C:15]2[C:19]([CH2:20][N:21]3[CH2:22][CH:23]4[CH2:24][N:25]([C:29]([O:31][C:32]([CH3:34])([CH3:33])[CH3:35])=[O:30])[CH2:26][CH:27]4[CH2:28]3)=[CH:18][N:17]([CH3:36])[N:16]=2)[CH2:13][CH2:14]1)[C:3]1[CH:8]=[CH:7][CH:6]=[CH:5][CH:4]=1. (4) Given the reactants CS(O[CH:6]([C:8]1[CH:13]=[CH:12][C:11]([N+:14]([O-:16])=[O:15])=[C:10]([CH3:17])[CH:9]=1)[CH3:7])(=O)=O.[F:18][C:19]([F:26])([F:25])[C:20]1[CH:24]=[CH:23][NH:22][N:21]=1.C(=O)([O-])[O-].[K+].[K+].C1OCCOCCOCCOCCOCCOC1, predict the reaction product. The product is: [CH3:17][C:10]1[CH:9]=[C:8]([CH:6]([N:22]2[CH:23]=[CH:24][C:20]([C:19]([F:26])([F:25])[F:18])=[N:21]2)[CH3:7])[CH:13]=[CH:12][C:11]=1[N+:14]([O-:16])=[O:15]. (5) Given the reactants [CH3:1][N:2]([CH:4]=[O:5])C.[ClH:6].NC[CH2:9][C:10]([O:12][CH3:13])=[O:11].CCN([CH:20]([CH3:22])[CH3:21])C(C)C.F[P-](F)(F)(F)(F)F.N1(O[P+](N(C)C)(N(C)C)N(C)C)[C:34]2[CH:35]=[CH:36][CH:37]=[CH:38][C:33]=2N=N1, predict the reaction product. The product is: [Cl:6][C:33]1[CH:38]=[CH:37][C:36]([CH:35]([CH2:22][CH:20]=[CH2:21])[CH:34]([C:33]2[CH:38]=[CH:37][C:36]([C:4]([NH:2][CH2:1][CH2:9][C:10]([O:12][CH3:13])=[O:11])=[O:5])=[CH:35][CH:34]=2)[CH2:33][CH2:38][CH3:37])=[CH:35][CH:34]=1. (6) Given the reactants [CH3:1][O:2][C:3]([C:5]1[CH:27]=[C:8]2[NH:9][C:10]([C:20]3[CH:25]=[CH:24][C:23](Br)=[CH:22][CH:21]=3)=[C:11]([CH:14]3[CH2:19][CH2:18][CH2:17][CH2:16][CH2:15]3)[C:12](=[O:13])[N:7]2[N:6]=1)=[O:4].[CH3:28][C:29]1(B(O)O)[CH:33]=[C:32]([CH3:34])[O:31][NH:30]1.P([O-])([O-])([O-])=O.[K+].[K+].[K+], predict the reaction product. The product is: [CH3:1][O:2][C:3]([C:5]1[CH:27]=[C:8]2[NH:9][C:10]([C:20]3[CH:25]=[CH:24][C:23]([C:33]4[C:29]([CH3:28])=[N:30][O:31][C:32]=4[CH3:34])=[CH:22][CH:21]=3)=[C:11]([CH:14]3[CH2:19][CH2:18][CH2:17][CH2:16][CH2:15]3)[C:12](=[O:13])[N:7]2[N:6]=1)=[O:4].